This data is from Full USPTO retrosynthesis dataset with 1.9M reactions from patents (1976-2016). The task is: Predict the reactants needed to synthesize the given product. (1) Given the product [Br:1][C:2]1[CH:11]=[C:10]2[C:5]([C:6]([Cl:18])=[C:7]([N+:12]([O-:14])=[O:13])[CH:8]=[N:9]2)=[CH:4][CH:3]=1, predict the reactants needed to synthesize it. The reactants are: [Br:1][C:2]1[CH:11]=[C:10]2[C:5]([C:6](O)=[C:7]([N+:12]([O-:14])=[O:13])[CH:8]=[N:9]2)=[CH:4][CH:3]=1.O=P(Cl)(Cl)[Cl:18]. (2) Given the product [CH2:25]([O:15][C:14](=[O:16])[C:13]1[CH:12]=[CH:11][C:10]([CH2:9][NH:8][C:1]([O:3][C:4]([CH3:7])([CH3:6])[CH3:5])=[O:2])=[CH:18][CH:17]=1)[C:26]1[CH:31]=[CH:30][CH:29]=[CH:28][CH:27]=1, predict the reactants needed to synthesize it. The reactants are: [C:1]([NH:8][CH2:9][C:10]1[CH:18]=[CH:17][C:13]([C:14]([OH:16])=[O:15])=[CH:12][CH:11]=1)([O:3][C:4]([CH3:7])([CH3:6])[CH3:5])=[O:2].C([O-])([O-])=O.[Cs+].[Cs+].[CH2:25](Br)[C:26]1[CH:31]=[CH:30][CH:29]=[CH:28][CH:27]=1. (3) The reactants are: Br[C:2]1[C:10]2[C:9]([Cl:11])=[N:8][CH:7]=[N:6][C:5]=2[NH:4][CH:3]=1.C([Li])CCC.[CH:17](=[O:24])[C:18]1[CH:23]=[CH:22][CH:21]=[CH:20][CH:19]=1. Given the product [Cl:11][C:9]1[C:10]2[C:2]([CH:17]([C:18]3[CH:23]=[CH:22][CH:21]=[CH:20][CH:19]=3)[OH:24])=[CH:3][NH:4][C:5]=2[N:6]=[CH:7][N:8]=1, predict the reactants needed to synthesize it.